Dataset: CYP1A2 inhibition data for predicting drug metabolism from PubChem BioAssay. Task: Regression/Classification. Given a drug SMILES string, predict its absorption, distribution, metabolism, or excretion properties. Task type varies by dataset: regression for continuous measurements (e.g., permeability, clearance, half-life) or binary classification for categorical outcomes (e.g., BBB penetration, CYP inhibition). Dataset: cyp1a2_veith. (1) The result is 0 (non-inhibitor). The compound is CO[C@@H]1C=CO[C@]2(C)Oc3c(C)c(O)c4c(O)c(c(C=NN5CCN(C)CC5)c(O)c4c3C2=O)NC(=O)C(C)=CC=C[C@H](C)[C@H](O)[C@H](C)[C@H](O)[C@H](C)[C@H](OC(C)=O)[C@H]1C. (2) The compound is Nc1ccn([C@@H]2CC[C@H](CO)O2)c(=O)n1. The result is 0 (non-inhibitor). (3) The result is 0 (non-inhibitor). The drug is COC(=O)C1=C(C)Nc2ncnn2C1c1cccnc1. (4) The molecule is Cc1cccc(Nc2ccccc2C(=O)OCC(=O)N(C)C2CCS(=O)(=O)C2)c1C. The result is 0 (non-inhibitor).